Dataset: Reaction yield outcomes from USPTO patents with 853,638 reactions. Task: Predict the reaction yield, written as a fraction of the theoretical maximum amount of product (1.0 means a 100% yield; for example, 0.34 means a 34% yield). (1) The reactants are FC(F)(F)C(O)=O.C(O[C:13](=O)[N:14]([CH2:16][CH2:17][C@@H:18]([O:26][C:27]1[CH:32]=[CH:31][C:30]([Cl:33])=[CH:29][C:28]=1[Cl:34])[CH2:19][N:20]1[CH2:25][CH2:24][O:23][CH2:22][CH2:21]1)C)(C)(C)C.C1(OC)C=CC=CC=1. The catalyst is ClCCl. The product is [Cl:34][C:28]1[CH:29]=[C:30]([Cl:33])[CH:31]=[CH:32][C:27]=1[O:26][C@@H:18]([CH2:19][N:20]1[CH2:25][CH2:24][O:23][CH2:22][CH2:21]1)[CH2:17][CH2:16][NH:14][CH3:13]. The yield is 0.950. (2) The reactants are [Cl:1][C:2]1[C:3]([O:12][C:13]2[CH:18]=[C:17]([O:19][CH2:20][CH2:21][O:22][CH:23]3[CH2:25][CH2:24]3)[CH:16]=[CH:15][C:14]=2/[CH:26]=[CH:27]/[C:28](O)=[O:29])=[N:4][CH:5]=[C:6]([C:8]([F:11])([F:10])[F:9])[CH:7]=1.Cl.C(N=C=NCCCN(C)C)C.[CH2:43]([S:48]([NH2:51])(=[O:50])=[O:49])[CH2:44][CH2:45][CH2:46][CH3:47].Cl. The catalyst is C(#N)C.CN(C)C1C=CN=CC=1.C(OCC)(=O)C. The product is [Cl:1][C:2]1[C:3]([O:12][C:13]2[CH:18]=[C:17]([O:19][CH2:20][CH2:21][O:22][CH:23]3[CH2:25][CH2:24]3)[CH:16]=[CH:15][C:14]=2/[CH:26]=[CH:27]/[C:28]([NH:51][S:48]([CH2:43][CH2:44][CH2:45][CH2:46][CH3:47])(=[O:50])=[O:49])=[O:29])=[N:4][CH:5]=[C:6]([C:8]([F:10])([F:11])[F:9])[CH:7]=1. The yield is 0.420. (3) The reactants are [CH3:1][O:2][C:3]1([C:8]([O:10]C)=[O:9])[CH2:7][CH2:6][CH2:5][CH2:4]1.[Li+].[OH-]. The catalyst is C1COCC1.O. The product is [CH3:1][O:2][C:3]1([C:8]([OH:10])=[O:9])[CH2:7][CH2:6][CH2:5][CH2:4]1. The yield is 0.990. (4) The reactants are [NH:1]1[C:9]2[C:4](=[CH:5][CH:6]=[CH:7][N:8]=2)[CH:3]=[CH:2]1.[H][H]. The catalyst is C(O)C.[Ni]. The product is [NH:1]1[C:9]2[C:4](=[CH:5][CH:6]=[CH:7][N:8]=2)[CH2:3][CH2:2]1. The yield is 0.790. (5) The reactants are [CH3:1][C:2]1([CH3:16])[C:6]([CH3:8])([CH3:7])[O:5][B:4]([C:9]2[CH:14]=[CH:13][C:12]([OH:15])=[CH:11][CH:10]=2)[O:3]1.[N:17]1([CH2:23][CH2:24]O)[CH2:22][CH2:21][O:20][CH2:19][CH2:18]1.C1(P(C2C=CC=CC=2)C2C=CC=CC=2)C=CC=CC=1.CC(OC(/N=N/C(OC(C)C)=O)=O)C. The catalyst is C(Cl)Cl. The product is [CH3:8][C:6]1([CH3:7])[C:2]([CH3:16])([CH3:1])[O:3][B:4]([C:9]2[CH:14]=[CH:13][C:12]([O:15][CH2:24][CH2:23][N:17]3[CH2:22][CH2:21][O:20][CH2:19][CH2:18]3)=[CH:11][CH:10]=2)[O:5]1. The yield is 0.740. (6) The reactants are C[O:2][C:3]1[C:8]2[C:9]([C:27]3[CH:32]=[CH:31][N:30]=[C:29]([NH:33]C(=O)C)[N:28]=3)=[C:10]3[CH:15]=[CH:14][N:13]=[C:12]([NH:16][S:17]([C:20]4[CH:26]=[CH:25][C:23]([CH3:24])=[CH:22][CH:21]=4)(=[O:19])=[O:18])[N:11]3[C:7]=2[N:6]=[CH:5][CH:4]=1.C([O-])(O)=O.[Na+]. The catalyst is Br. The product is [OH:2][C:3]1[C:8]2[C:9]([C:27]3[CH:32]=[CH:31][N:30]=[C:29]([NH2:33])[N:28]=3)=[C:10]3[CH:15]=[CH:14][N:13]=[C:12]([NH:16][S:17]([C:20]4[CH:21]=[CH:22][C:23]([CH3:24])=[CH:25][CH:26]=4)(=[O:18])=[O:19])[N:11]3[C:7]=2[N:6]=[CH:5][CH:4]=1. The yield is 0.780.